From a dataset of Drug-target binding data from BindingDB using IC50 measurements. Regression. Given a target protein amino acid sequence and a drug SMILES string, predict the binding affinity score between them. We predict pIC50 (pIC50 = -log10(IC50 in M); higher means more potent). Dataset: bindingdb_ic50. (1) The small molecule is CC(C)Cn1c(=O)sn(C(C)(C)C)c1=O. The target protein (P49798) has sequence MCKGLAGLPASCLRSAKDMKHRLGFLLQKSDSCEHNSSHNKKDKVVICQRVSQEEVKKWAESLENLISHECGLAAFKAFLKSEYSEENIDFWISCEEYKKIKSPSKLSPKAKKIYNEFISVQATKEVNLDSCTREETSRNMLEPTITCFDEAQKKIFNLMEKDSYRRFLKSRFYLDLVNPSSCGAEKQKGAKSSADCASLVPQCA. The pIC50 is 7.5. (2) The pIC50 is 6.1. The small molecule is CC(=O)N1CCN(c2ccc(OC[C@@H]3CO[C@](Cn4ccnc4)(c4ccc(Cl)cc4Cl)O3)cc2)CC1. The target protein (P15149) has sequence MLDTGLLLVVILASLSVMFLVSLWQQKIRERLPPGPTPLPFIGNYLQLNMKDVYSSITQLSERYGPVFTIHLGPRRIVVLYGYDAVKEALVDQAEEFSGRGELPTFNILFKGYGFSLSNVEQAKRIRRFTIATLRDFGVGKRDVQECILEEAGYLIKTLQGTCGAPIDPSIYLSKTVSNVINSIVFGNRFDYEDKEFLSLLEMIDEMNIFAASATGQLYDMFHSVMKYLPGPQQQIIKVTQKLEDFMIEKVRQNHSTLDPNSPRNFIDSFLIRMQEEKYVNSEFHMNNLVMSSLGLLFAGTGSVSSTLYHGFLLLMKHPDVEAKVHEEIERVIGRNRQPQYEDHMKMPYTQAVINEIQRFSNLAPLGIPRRIIKNTTFRGFFLPKGTDVFPIIGSLMTEPKFFPNHKDFNPQHFLDDKGQLKKNAAFLPFSIGKRFCLGDSLAKMELFLLLTTILQNFRFKFPMNLEDINEYPSPIGFTRIIPNYTMSFMPI. (3) The small molecule is [N-]=[N+]=[N-]. The target protein sequence is MSRFHSLLAFVVASLAAVAHAGIGPVADLTITNAAVSPDGFSRQAVVVNGGTPGPLITGNMGDRFQLNVIDNLTDHTMLKSTSIHWHGFFQKGTNWADGPAFINQCPISSGHSFLYDFQVPDQAGTFWYHSHLSTQYCDGLRGPFVVYDPNDPAADLYDVDNDDTVITLADWYHVAAKLGPAFPLGADATLINGKGRSPSTTTADLTVISVTPGKRYRFRLVSLSCDPNHTFSIDGHNMTIIETDSINTAPLVVDSIQIFAAQRYSFVLEANQAVDNYWIRANPSFGNVGFTGGINSAILRYDGAAAIEPTTTQTTSTEPLNEVNLHPLVATAVPGSPAAGGVDLAINMAFNFNGTNFFINGASFTPPTVPVLLQIISGAQNAQDLLPSGSVYSLPSNADIEISFPATAAAPGAPHPFHLHGHAFAVVRSAGSTVYNYDNPIFRDVVSTGTPAAGDNVTIRFRTDNPGPWFLHCHIDFHLEAGFAVVFAEDIPDVASANP.... The pIC50 is 3.5. (4) The drug is CN(C)c1ccc(/C=C2\COC/C(=C\c3ccc(N(C)C)cc3[N+](=O)[O-])C2=O)c([N+](=O)[O-])c1. The target is SSSEEGLTCRGIPNSISI. The pIC50 is 4.3. (5) The compound is COc1cc(C#N)ccc1S(=O)(=O)Nc1cc(F)c2c(c1)cc(C)c(=O)n2C. The target protein (O95696) has sequence MRRKGRCHRGSAARHPSSPCSVKHSPTRETLTYAQAQRMVEIEIEGRLHRISIFDPLEIILEDDLTAQEMSECNSNKENSERPPVCLRTKRHKNNRVKKKNEALPSAHGTPASASALPEPKVRIVEYSPPSAPRRPPVYYKFIEKSAEELDNEVEYDMDEEDYAWLEIVNEKRKGDCVPAVSQSMFEFLMDRFEKESHCENQKQGEQQSLIDEDAVCCICMDGECQNSNVILFCDMCNLAVHQECYGVPYIPEGQWLCRHCLQSRARPADCVLCPNKGGAFKKTDDDRWGHVVCALWIPEVGFANTVFIEPIDGVRNIPPARWKLTCYLCKQKGVGACIQCHKANCYTAFHVTCAQKAGLYMKMEPVKELTGGGTTFSVRKTAYCDVHTPPGCTRRPLNIYGDVEMKNGVCRKESSVKTVRSTSKVRKKAKKAKKALAEPCAVLPTVCAPYIPPQRLNRIANQVAIQRKKQFVERAHSYWLLKRLSRNGAPLLRRLQSSL.... The pIC50 is 6.3.